Task: Predict the product of the given reaction.. Dataset: Forward reaction prediction with 1.9M reactions from USPTO patents (1976-2016) (1) Given the reactants [F:1][C:2]1[C:3]([C:8]2[CH:13]=[C:12]([N+:14]([O-])=O)[CH:11]=[CH:10][C:9]=2[F:17])=[N:4][CH:5]=[CH:6][CH:7]=1, predict the reaction product. The product is: [F:17][C:9]1[CH:10]=[CH:11][C:12]([NH2:14])=[CH:13][C:8]=1[C:3]1[C:2]([F:1])=[CH:7][CH:6]=[CH:5][N:4]=1. (2) Given the reactants [CH2:1]([O:3][C:4]1[CH:5]=[C:6]([CH:15]=[CH:16][C:17]=1[O:18][CH3:19])[CH2:7][N:8]1[CH2:13][CH2:12][CH:11]([NH2:14])[CH2:10][CH2:9]1)[CH3:2].[H-].[Na+].[Cl:22][C:23]1[N:28]=[C:27]([NH:29][CH:30]([CH3:32])[CH3:31])[CH:26]=[C:25](Cl)[N:24]=1, predict the reaction product. The product is: [Cl:22][C:23]1[N:24]=[C:25]([NH:14][CH:11]2[CH2:10][CH2:9][N:8]([CH2:7][C:6]3[CH:15]=[CH:16][C:17]([O:18][CH3:19])=[C:4]([O:3][CH2:1][CH3:2])[CH:5]=3)[CH2:13][CH2:12]2)[CH:26]=[C:27]([NH:29][CH:30]([CH3:32])[CH3:31])[N:28]=1. (3) The product is: [Cl:1][C:2]1[CH:3]=[CH:4][C:5]([C:8]2[CH:12]=[C:11]([CH:13]3[CH2:14][CH2:15][CH:16]([C:26]4[CH:31]=[CH:30][CH:29]=[CH:28][CH:27]=4)[NH:17][CH2:18]3)[N:10]([C:32]3[N:33]=[CH:34][CH:35]=[CH:36][N:37]=3)[N:9]=2)=[CH:6][CH:7]=1. Given the reactants [Cl:1][C:2]1[CH:7]=[CH:6][C:5]([C:8]2[CH:12]=[C:11]([CH:13]3[CH2:18][N:17](C(OC(C)(C)C)=O)[CH:16]([C:26]4[CH:31]=[CH:30][CH:29]=[CH:28][CH:27]=4)[CH2:15][CH2:14]3)[N:10]([C:32]3[N:37]=[CH:36][CH:35]=[CH:34][N:33]=3)[N:9]=2)=[CH:4][CH:3]=1.Cl, predict the reaction product. (4) Given the reactants C([O:9][C@@H:10]1[C@@H:15]([OH:16])[C@H:14]([O:17]CC2C=CC=CC=2)[C@@H:13]([CH2:25][O:26]CC2C=CC=CC=2)[O:12][C@H:11]1[O:34][C@@H:35]1[C@@H:40]([CH2:41][O:42]CC2C=CC=CC=2)[O:39][C@H:38]([O:50][C@@H:51]2[C@@H:80]([O:81]CC3C=CC=CC=3)[C@H:79]([O:89]CC3C=CC=CC=3)[C@@H:78]([CH2:97][O:98]CC3C=CC=CC=3)[O:77][C@@H:52]2[O:53][CH2:54][CH2:55][CH2:56][CH2:57][CH:58](C(OCC2C=CC=CC=2)=O)[NH:59]CC2C=CC=CC=2)[C@H:37]([O:106]CC2C=CC=CC=2)[C@H:36]1[OH:114])(=O)C1C=CC=CC=1, predict the reaction product. The product is: [C@@H:11]1([O:34][C@@H:35]2[C@@H:40]([CH2:41][OH:42])[O:39][C@H:38]([O:50][C@@H:51]3[C@@H:80]([OH:81])[C@H:79]([OH:89])[C@@H:78]([CH2:97][OH:98])[O:77][C@@H:52]3[O:53][CH2:54][CH2:55][CH2:56][CH2:57][CH2:58][NH2:59])[C@H:37]([OH:106])[C@H:36]2[OH:114])[O:12][C@H:13]([CH2:25][OH:26])[C@@H:14]([OH:17])[C@H:15]([OH:16])[C@H:10]1[OH:9].